This data is from Catalyst prediction with 721,799 reactions and 888 catalyst types from USPTO. The task is: Predict which catalyst facilitates the given reaction. (1) Reactant: [OH:1][C:2]([CH:5]1[CH2:9][CH2:8][CH:7]([CH3:10])[CH:6]1[OH:11])([CH3:4])[CH3:3].ClCCl.[Cr](Cl)([O-])(=O)=O.[NH+]1C=CC=CC=1. Product: [OH:1][C:2]([CH:5]1[CH2:9][CH2:8][CH:7]([CH3:10])[C:6]1=[O:11])([CH3:4])[CH3:3]. The catalyst class is: 27. (2) Reactant: [C:1]([OH:12])(=O)[CH2:2][CH2:3][CH2:4][CH2:5][CH2:6][CH2:7][C:8]([OH:10])=[O:9].[NH2:13][C:14]1[CH:19]=[CH:18][CH:17]=[CH:16][CH:15]=1.[OH-].[K+]. Product: [C:8]([OH:10])(=[O:9])[CH2:7][CH2:6][CH2:5][CH2:4][CH2:3][CH2:2][C:1]([NH:13][C:14]1[CH:19]=[CH:18][CH:17]=[CH:16][CH:15]=1)=[O:12]. The catalyst class is: 6. (3) Reactant: [NH2:1][CH2:2][CH2:3][CH2:4][N:5]([C:21]1[CH:26]=[C:25]([CH3:27])[N:24]=[C:23]([N:28]2[CH:32]=[CH:31][N:30]=[CH:29]2)[N:22]=1)[CH2:6][C:7]([NH:9][CH2:10][CH2:11][C:12]1[CH:20]=[CH:19][C:15]2[O:16][CH2:17][O:18][C:14]=2[CH:13]=1)=[O:8].[CH:33](=O)[C:34]1[CH:39]=[CH:38][CH:37]=[CH:36][CH:35]=1.N1C=CC=CC=1.B. The catalyst class is: 5. Product: [C:34]1([CH2:33][NH:1][CH2:2][CH2:3][CH2:4][N:5]([C:21]2[CH:26]=[C:25]([CH3:27])[N:24]=[C:23]([N:28]3[CH:32]=[CH:31][N:30]=[CH:29]3)[N:22]=2)[CH2:6][C:7]([NH:9][CH2:10][CH2:11][C:12]2[CH:20]=[CH:19][C:15]3[O:16][CH2:17][O:18][C:14]=3[CH:13]=2)=[O:8])[CH:39]=[CH:38][CH:37]=[CH:36][CH:35]=1. (4) Reactant: [CH3:1][O:2][C:3]1[CH:8]=[CH:7][C:6]([S:9]([C:12]2([CH2:19][CH2:20][CH2:21][C:22]#[C:23][C:24]3[CH:29]=[CH:28][CH:27]=[C:26]([N+:30]([O-])=O)[CH:25]=3)[S:16][C:15](=[O:17])[NH:14][C:13]2=[O:18])(=[O:11])=[O:10])=[CH:5][CH:4]=1. Product: [NH2:30][C:26]1[CH:25]=[C:24]([C:23]#[C:22][CH2:21][CH2:20][CH2:19][C:12]2([S:9]([C:6]3[CH:5]=[CH:4][C:3]([O:2][CH3:1])=[CH:8][CH:7]=3)(=[O:11])=[O:10])[S:16][C:15](=[O:17])[NH:14][C:13]2=[O:18])[CH:29]=[CH:28][CH:27]=1. The catalyst class is: 180. (5) Reactant: C(OC1C=CC(C[O:11][NH:12][C:13]([CH:15]2[C:24]3[C:19](=[CH:20][CH:21]=[CH:22][CH:23]=3)[C:18](=[O:25])[N:17]([CH:26]3[CH2:31][CH2:30][CH2:29][CH2:28][CH:27]3[NH:32][S:33]([CH3:36])(=[O:35])=[O:34])[CH:16]2[C:37]2[CH:42]=[CH:41][C:40]([Cl:43])=[CH:39][C:38]=2[Cl:44])=[O:14])=CC=1)(C)(C)C.FC(F)(F)C(O)=O. Product: [Cl:44][C:38]1[CH:39]=[C:40]([Cl:43])[CH:41]=[CH:42][C:37]=1[CH:16]1[CH:15]([C:13]([NH:12][OH:11])=[O:14])[C:24]2[C:19](=[CH:20][CH:21]=[CH:22][CH:23]=2)[C:18](=[O:25])[N:17]1[CH:26]1[CH2:31][CH2:30][CH2:29][CH2:28][CH:27]1[NH:32][S:33]([CH3:36])(=[O:34])=[O:35]. The catalyst class is: 4. (6) Reactant: [Br:1][C:2]1[N:7]=[C:6]([CH2:8][N:9]2[CH2:14][CH2:13][O:12][CH2:11][CH2:10]2)[CH:5]=[CH:4][CH:3]=1.[Li+].CC([N-]C(C)C)C.[CH:23](=[O:27])[CH:24]([CH3:26])[CH3:25]. Product: [Br:1][C:2]1[N:7]=[C:6]([CH:8]([N:9]2[CH2:10][CH2:11][O:12][CH2:13][CH2:14]2)[CH:23]([OH:27])[CH:24]([CH3:26])[CH3:25])[CH:5]=[CH:4][CH:3]=1. The catalyst class is: 7. (7) Reactant: [Br:1][CH2:2][CH2:3][CH2:4][CH2:5]Br.C(=O)([O-])[O-].[K+].[K+].[NH:13]1[CH2:17][CH2:16][CH2:15][CH2:14]1. Product: [Br-:1].[N+:13]12([CH2:17][CH2:16][CH2:15][CH2:14]1)[CH2:5][CH2:4][CH2:3][CH2:2]2. The catalyst class is: 32.